Dataset: Full USPTO retrosynthesis dataset with 1.9M reactions from patents (1976-2016). Task: Predict the reactants needed to synthesize the given product. (1) Given the product [CH3:1][C:2]1[CH:7]=[CH:6][C:5]([S:8]([O:11][CH2:12][CH2:13][CH2:14][CH2:15][CH2:16][O:17][CH2:18][CH2:19][CH2:20][O:21][CH2:22][C:23]([OH:25])=[O:24])(=[O:9])=[O:10])=[CH:4][CH:3]=1, predict the reactants needed to synthesize it. The reactants are: [CH3:1][C:2]1[CH:7]=[CH:6][C:5]([S:8]([O:11][CH2:12][CH2:13][CH2:14][CH2:15][CH2:16][O:17][CH2:18][CH2:19][CH2:20][O:21][CH2:22][C:23]([O:25]C(C)(C)C)=[O:24])(=[O:10])=[O:9])=[CH:4][CH:3]=1.FC(F)(F)C(O)=O. (2) Given the product [C:15]1([CH:14]([C:21]2[CH:26]=[CH:25][CH:24]=[CH:23][CH:22]=2)[CH2:13][NH:12][C:10]2[C:9]3[C:4](=[CH:5][CH:6]=[CH:7][CH:8]=3)[N:3]=[C:2]([C:33]3[CH:32]=[C:31]4[C:36](=[CH:35][CH:34]=3)[CH:27]=[N:28][CH:29]=[CH:30]4)[N:11]=2)[CH:20]=[CH:19][CH:18]=[CH:17][CH:16]=1, predict the reactants needed to synthesize it. The reactants are: Cl[C:2]1[N:11]=[C:10]([NH:12][CH2:13][CH:14]([C:21]2[CH:26]=[CH:25][CH:24]=[CH:23][CH:22]=2)[C:15]2[CH:20]=[CH:19][CH:18]=[CH:17][CH:16]=2)[C:9]2[C:4](=[CH:5][CH:6]=[CH:7][CH:8]=2)[N:3]=1.[CH:27]1[C:36]2[C:31](=[CH:32][C:33](B(O)O)=[CH:34][CH:35]=2)[CH:30]=[CH:29][N:28]=1.N1C=CN2C=C(C3N=C(NCC(C4C=CC=CC=4)C4NC=CC=4)C4C(=CC=CC=4)N=3)C=CC=12. (3) Given the product [Cl:15][C:12]1[CH:13]=[CH:14][C:9]([O:8][CH2:7][C:1]2[CH:6]=[CH:5][CH:4]=[CH:3][CH:2]=2)=[C:10]([CH2:16][C:19]2[O:20][CH:21]=[C:22]([C:24]([O:26][CH2:27][CH3:28])=[O:25])[N:23]=2)[CH:11]=1, predict the reactants needed to synthesize it. The reactants are: [C:1]1([CH2:7][O:8][C:9]2[CH:14]=[CH:13][C:12]([Cl:15])=[CH:11][C:10]=2[CH2:16]Br)[CH:6]=[CH:5][CH:4]=[CH:3][CH:2]=1.Br[C:19]1[O:20][CH:21]=[C:22]([C:24]([O:26][CH2:27][CH3:28])=[O:25])[N:23]=1. (4) Given the product [NH2:10][C:4]([CH:1]1[CH2:3][CH2:2]1)([CH3:9])[CH2:5][C:6]([NH2:8])=[O:7], predict the reactants needed to synthesize it. The reactants are: [CH:1]1([C:4]([NH:10]S(C(C)(C)C)=O)([CH3:9])[CH2:5][C:6]([NH2:8])=[O:7])[CH2:3][CH2:2]1.Cl.O1CCOCC1. (5) Given the product [OH:47][CH2:46][C@H:34]1[C@H:33]([C:30]2[CH:31]=[CH:32][C:27]([O:26][CH3:25])=[CH:28][CH:29]=2)[CH2:38][CH2:37][N:36]([C:39]([O:41][C:42]([CH3:45])([CH3:44])[CH3:43])=[O:40])[CH2:35]1, predict the reactants needed to synthesize it. The reactants are: ClC1C=CC([C@@H]2CCN(C(OC(C)(C)C)=O)C[C@H]2C(OC)=O)=CC=1.[CH3:25][O:26][C:27]1[CH:32]=[CH:31][C:30]([C@@H:33]2[CH2:38][CH2:37][N:36]([C:39]([O:41][C:42]([CH3:45])([CH3:44])[CH3:43])=[O:40])[CH2:35][C@H:34]2[C:46](OCC)=[O:47])=[CH:29][CH:28]=1. (6) Given the product [CH3:31][C:30]1[CH:29]=[CH:28][N:27]=[CH:26][C:25]=1[N:22]1[CH2:23][CH2:24][N:20]([C:10]2[CH:9]=[C:8]3[C:13]([C:14]([C:15]([F:18])([F:17])[F:16])=[N:5][NH:6]3)=[CH:12][CH:11]=2)[C:21]1=[O:32], predict the reactants needed to synthesize it. The reactants are: C(O)(=O)C.[NH2:5][NH2:6].F[C:8]1[CH:9]=[C:10]([N:20]2[CH2:24][CH2:23][N:22]([C:25]3[CH:26]=[N:27][CH:28]=[CH:29][C:30]=3[CH3:31])[C:21]2=[O:32])[CH:11]=[CH:12][C:13]=1[C:14](=O)[C:15]([F:18])([F:17])[F:16].CO. (7) Given the product [F:1][C:2]1[CH:3]=[C:4]2[C:10]([I:11])=[N:9][N:8]([CH2:19][C:20]3[C:25]([F:26])=[CH:24][CH:23]=[CH:22][N:21]=3)[C:5]2=[N:6][CH:7]=1, predict the reactants needed to synthesize it. The reactants are: [F:1][C:2]1[CH:3]=[C:4]2[C:10]([I:11])=[N:9][NH:8][C:5]2=[N:6][CH:7]=1.C(=O)([O-])[O-].[Cs+].[Cs+].Br[CH2:19][C:20]1[C:25]([F:26])=[CH:24][CH:23]=[CH:22][N:21]=1.O. (8) Given the product [Cl:17][C:14]1[CH:15]=[CH:16][C:11]([C:8]2[N:6]3[CH:7]=[C:2]([C:27]4[CH:35]=[CH:34][C:30]([C:31]([OH:33])=[O:32])=[CH:29][CH:28]=4)[N:3]=[CH:4][C:5]3=[N:10][CH:9]=2)=[CH:12][CH:13]=1, predict the reactants needed to synthesize it. The reactants are: Br[C:2]1[N:3]=[CH:4][C:5]2[N:6]([C:8]([C:11]3[CH:16]=[CH:15][C:14]([Cl:17])=[CH:13][CH:12]=3)=[CH:9][N:10]=2)[CH:7]=1.C([O-])([O-])=O.[K+].[K+].B([C:27]1[CH:35]=[CH:34][C:30]([C:31]([OH:33])=[O:32])=[CH:29][CH:28]=1)(O)O. (9) Given the product [OH:39][C:40]1[C:45]([C:2]2[C:10]3[C:9]([NH:11][CH:12]([C:14]4[N:19]([C:20]5[CH:25]=[CH:24][CH:23]=[CH:22][CH:21]=5)[C:18](=[O:26])[C:17]5=[C:27]([CH3:30])[CH:28]=[CH:29][N:16]5[N:15]=4)[CH3:13])=[N:8][CH:7]=[N:6][C:5]=3[N:4]([CH2:31][O:32][CH2:33][CH2:34][Si:35]([CH3:38])([CH3:37])[CH3:36])[CH:3]=2)=[CH:44][CH:43]=[CH:42][C:41]=1[NH:55][S:56]([CH3:59])(=[O:58])=[O:57], predict the reactants needed to synthesize it. The reactants are: Br[C:2]1[C:10]2[C:9]([NH:11][C@H:12]([C:14]3[N:19]([C:20]4[CH:25]=[CH:24][CH:23]=[CH:22][CH:21]=4)[C:18](=[O:26])[C:17]4=[C:27]([CH3:30])[CH:28]=[CH:29][N:16]4[N:15]=3)[CH3:13])=[N:8][CH:7]=[N:6][C:5]=2[N:4]([CH2:31][O:32][CH2:33][CH2:34][Si:35]([CH3:38])([CH3:37])[CH3:36])[CH:3]=1.[OH:39][C:40]1[C:45](B2OC(C)(C)C(C)(C)O2)=[CH:44][CH:43]=[CH:42][C:41]=1[NH:55][S:56]([CH3:59])(=[O:58])=[O:57].C(=O)([O-])[O-].[Na+].[Na+].